Dataset: Peptide-MHC class II binding affinity with 134,281 pairs from IEDB. Task: Regression. Given a peptide amino acid sequence and an MHC pseudo amino acid sequence, predict their binding affinity value. This is MHC class II binding data. (1) The peptide sequence is KEFDLYKKSGITEVDRT. The MHC is DRB1_1302 with pseudo-sequence DRB1_1302. The binding affinity (normalized) is 0.627. (2) The peptide sequence is AAFNNAIKAGTGGAY. The MHC is DRB1_1602 with pseudo-sequence DRB1_1602. The binding affinity (normalized) is 0.608. (3) The peptide sequence is GSLKPNCGNKVVVSY. The MHC is DRB1_0101 with pseudo-sequence DRB1_0101. The binding affinity (normalized) is 0.467. (4) The binding affinity (normalized) is 0.569. The peptide sequence is NGSMRVFVDVIRALD. The MHC is HLA-DQA10301-DQB10302 with pseudo-sequence HLA-DQA10301-DQB10302.